Dataset: Reaction yield outcomes from USPTO patents with 853,638 reactions. Task: Predict the reaction yield, written as a fraction of the theoretical maximum amount of product (1.0 means a 100% yield; for example, 0.34 means a 34% yield). (1) The reactants are [CH:1]([B-](F)(F)F)=[CH2:2].[K+].Br[C:9]1[CH:10]=[C:11]2[C:16](=[CH:17][C:18]=1[O:19][CH3:20])[N:15]=[C:14]([C:21]1[CH:26]=[CH:25][CH:24]=[CH:23][CH:22]=1)[CH:13]=[C:12]2[O:27][C@H:28]1[CH2:32][N:31]([C:33]([O:35][C:36]([CH3:39])([CH3:38])[CH3:37])=[O:34])[C@H:30]([C:40]([O:42][CH3:43])=[O:41])[CH2:29]1. The catalyst is CCO.C1C=CC(P(C2C=CC=CC=2)[C-]2C=CC=C2)=CC=1.C1C=CC(P(C2C=CC=CC=2)[C-]2C=CC=C2)=CC=1.Cl[Pd]Cl.[Fe+2].C(Cl)Cl. The product is [CH3:20][O:19][C:18]1[CH:17]=[C:16]2[C:11]([C:12]([O:27][C@H:28]3[CH2:32][N:31]([C:33]([O:35][C:36]([CH3:39])([CH3:38])[CH3:37])=[O:34])[C@H:30]([C:40]([O:42][CH3:43])=[O:41])[CH2:29]3)=[CH:13][C:14]([C:21]3[CH:22]=[CH:23][CH:24]=[CH:25][CH:26]=3)=[N:15]2)=[CH:10][C:9]=1[CH:1]=[CH2:2]. The yield is 0.820. (2) The reactants are [Cl:1][C:2]1[C:7]([CH:8]2[CH2:10][CH2:9]2)=[CH:6][C:5]([NH:11][CH2:12][C:13]([OH:15])=O)=[C:4]([OH:16])[CH:3]=1.CN1CCOCC1.ClC(OCC)=O.Cl.[CH3:31][CH:32]1[CH2:37][NH:36][CH2:35][CH2:34][N:33]1[CH:38]1[CH2:41][N:40]([C:42](=[O:45])[CH:43]=[CH2:44])[CH2:39]1.CCN(CC)CC. The catalyst is C1COCC1.ClCCl. The product is [Cl:1][C:2]1[C:7]([CH:8]2[CH2:9][CH2:10]2)=[CH:6][C:5]([NH:11][CH2:12][C:13]([N:36]2[CH2:35][CH2:34][N:33]([CH:38]3[CH2:39][N:40]([C:42](=[O:45])[CH:43]=[CH2:44])[CH2:41]3)[CH:32]([CH3:31])[CH2:37]2)=[O:15])=[C:4]([OH:16])[CH:3]=1. The yield is 0.186.